This data is from Peptide-MHC class II binding affinity with 134,281 pairs from IEDB. The task is: Regression. Given a peptide amino acid sequence and an MHC pseudo amino acid sequence, predict their binding affinity value. This is MHC class II binding data. (1) The peptide sequence is DEHIILYLVNFDKDR. The MHC is HLA-DQA10501-DQB10301 with pseudo-sequence HLA-DQA10501-DQB10301. The binding affinity (normalized) is 0.0446. (2) The peptide sequence is GELQIVDKIDAAFGI. The MHC is DRB5_0101 with pseudo-sequence DRB5_0101. The binding affinity (normalized) is 0.394.